This data is from Full USPTO retrosynthesis dataset with 1.9M reactions from patents (1976-2016). The task is: Predict the reactants needed to synthesize the given product. (1) Given the product [NH2:1][C:2]1[N:10]=[C:9]2[C:5]([N:6]=[C:7]([CH2:11][CH2:12][CH:13]([NH2:37])[C:14](=[O:36])[CH2:15][CH2:16][CH2:17][CH2:18][CH2:19][NH:20][C:21](=[O:35])[CH2:22][CH2:23][CH2:24][CH2:25][C@H:26]3[C@@H:34]4[C@@H:29]([NH:30][C:31]([NH:33]4)=[O:32])[CH2:28][S:27]3)[NH:8]2)=[C:4]([O:38][CH2:39][C:40]2[CH:41]=[CH:42][C:43]([CH2:44][NH2:45])=[CH:52][CH:53]=2)[N:3]=1, predict the reactants needed to synthesize it. The reactants are: [NH2:1][C:2]1[N:10]=[C:9]2[C:5]([N:6]=[C:7]([CH2:11][CH2:12][CH:13]([NH2:37])[C:14](=[O:36])[CH2:15][CH2:16][CH2:17][CH2:18][CH2:19][NH:20][C:21](=[O:35])[CH2:22][CH2:23][CH2:24][CH2:25][C@H:26]3[C@@H:34]4[C@@H:29]([NH:30][C:31]([NH:33]4)=[O:32])[CH2:28][S:27]3)[NH:8]2)=[C:4]([O:38][CH2:39][C:40]2[CH:53]=[CH:52][C:43]([CH2:44][NH:45]C(=O)C(F)(F)F)=[CH:42][CH:41]=2)[N:3]=1.CN. (2) Given the product [OH:8][CH2:9][C:10]1[N:11]=[N:12][N:13]([CH3:45])[C:14]=1[C:15]1[CH:27]=[N:26][C:25]2[C:24]3[CH:23]=[CH:22][C:21]([C:28]([OH:31])([CH3:30])[CH3:29])=[CH:20][C:19]=3[N:18]([C@H:32]([C:39]3[CH:44]=[CH:43][CH:42]=[CH:41][CH:40]=3)[CH:33]3[CH2:34][CH2:35][O:36][CH2:37][CH2:38]3)[C:17]=2[CH:16]=1, predict the reactants needed to synthesize it. The reactants are: [Si]([O:8][CH2:9][C:10]1[N:11]=[N:12][N:13]([CH2:45][Si](C)(C)C)[C:14]=1[C:15]1[CH:27]=[N:26][C:25]2[C:24]3[CH:23]=[CH:22][C:21]([C:28]([OH:31])([CH3:30])[CH3:29])=[CH:20][C:19]=3[N:18]([C@H:32]([C:39]3[CH:44]=[CH:43][CH:42]=[CH:41][CH:40]=3)[CH:33]3[CH2:38][CH2:37][O:36][CH2:35][CH2:34]3)[C:17]=2[CH:16]=1)(C(C)(C)C)(C)C.[F-].C([N+](CCCC)(CCCC)CCCC)CCC.C(O)(C(F)(F)F)=O.